This data is from Reaction yield outcomes from USPTO patents with 853,638 reactions. The task is: Predict the reaction yield, written as a fraction of the theoretical maximum amount of product (1.0 means a 100% yield; for example, 0.34 means a 34% yield). (1) The reactants are [CH3:1][N:2]1[C:6]([C:7]([NH:9][C:10]2[CH:11]=[C:12]([C:16]#[C:17][C:18]3[CH:19]=[C:20]([C:24]([N:26]=[S:27]([C:30]4[CH:35]=[CH:34][C:33]([CH2:36][CH2:37][C:38]([O:40]C)=[O:39])=[CH:32][CH:31]=4)([CH3:29])=[O:28])=[O:25])[CH:21]=[N:22][CH:23]=3)[CH:13]=[CH:14][CH:15]=2)=[O:8])=[CH:5][C:4]([CH3:42])=[N:3]1.[OH-].[Na+].C(O)(=O)C. The catalyst is C1COCC1. The product is [CH3:1][N:2]1[C:6]([C:7]([NH:9][C:10]2[CH:11]=[C:12]([C:16]#[C:17][C:18]3[CH:19]=[C:20]([C:24]([N:26]=[S:27]([C:30]4[CH:35]=[CH:34][C:33]([CH2:36][CH2:37][C:38]([OH:40])=[O:39])=[CH:32][CH:31]=4)([CH3:29])=[O:28])=[O:25])[CH:21]=[N:22][CH:23]=3)[CH:13]=[CH:14][CH:15]=2)=[O:8])=[CH:5][C:4]([CH3:42])=[N:3]1. The yield is 0.710. (2) The reactants are [CH3:1][O:2][C:3]1[CH:4]=[C:5]([C:9]2[CH:17]=[C:16]3[C:12]([CH2:13][C:14](=[O:18])[NH:15]3)=[CH:11][CH:10]=2)[CH:6]=[CH:7][CH:8]=1.[CH3:19][N:20]([CH3:35])[CH2:21][CH2:22][NH:23][C:24]([C:26]1[C:30]([CH3:31])=[C:29]([CH:32]=O)[NH:28][C:27]=1[CH3:34])=[O:25]. No catalyst specified. The product is [CH3:19][N:20]([CH3:35])[CH2:21][CH2:22][NH:23][C:24]([C:26]1[C:30]([CH3:31])=[C:29]([CH:32]=[C:13]2[C:12]3[C:16](=[CH:17][C:9]([C:5]4[CH:6]=[CH:7][CH:8]=[C:3]([O:2][CH3:1])[CH:4]=4)=[CH:10][CH:11]=3)[NH:15][C:14]2=[O:18])[NH:28][C:27]=1[CH3:34])=[O:25]. The yield is 0.140. (3) The reactants are [C:1]([O:5][C:6]([N:8]1[CH2:14][CH2:13][C:12]2[CH:15]=[C:16]([N:32]([CH3:34])[CH3:33])[C:17]([NH:19][S:20]([C:23]3[CH:28]=[CH:27][C:26]([C:29]([OH:31])=O)=[CH:25][CH:24]=3)(=[O:22])=[O:21])=[CH:18][C:11]=2[CH2:10][CH2:9]1)=[O:7])([CH3:4])([CH3:3])[CH3:2].[Cl:35][C:36]1[CH:43]=[CH:42][C:39]([NH:40][CH3:41])=[CH:38][CH:37]=1.Cl.C(N=C=NCCCN(C)C)C.ON1C2C=CC=CC=2N=N1.C(N(CC)CC)C.[Cl-].[NH4+]. The catalyst is CN(C)C=O. The product is [C:1]([O:5][C:6]([N:8]1[CH2:14][CH2:13][C:12]2[CH:15]=[C:16]([N:32]([CH3:34])[CH3:33])[C:17]([NH:19][S:20]([C:23]3[CH:24]=[CH:25][C:26]([C:29](=[O:31])[N:40]([C:39]4[CH:42]=[CH:43][C:36]([Cl:35])=[CH:37][CH:38]=4)[CH3:41])=[CH:27][CH:28]=3)(=[O:21])=[O:22])=[CH:18][C:11]=2[CH2:10][CH2:9]1)=[O:7])([CH3:2])([CH3:4])[CH3:3]. The yield is 0.630. (4) The reactants are Cl.[F:2][C:3]1[CH:8]=[C:7]([O:9][CH:10]2[CH2:15][CH2:14][NH:13][CH2:12][CH2:11]2)[CH:6]=[CH:5][C:4]=1[NH:16][C:17](=[O:22])[C:18]([CH3:21])([CH3:20])[CH3:19].C([O-])([O-])=O.[K+].[K+].Br[CH2:30][CH2:31][F:32]. The catalyst is CN(C=O)C. The product is [F:2][C:3]1[CH:8]=[C:7]([O:9][CH:10]2[CH2:11][CH2:12][N:13]([CH2:30][CH2:31][F:32])[CH2:14][CH2:15]2)[CH:6]=[CH:5][C:4]=1[NH:16][C:17](=[O:22])[C:18]([CH3:19])([CH3:21])[CH3:20]. The yield is 0.350. (5) The catalyst is Cl.CCCCO. The reactants are Cl[C:2]1[N:7]=[CH:6][N:5]=[C:4]([NH:8][C:9]2[CH:14]=[CH:13][C:12]([O:15][CH3:16])=[CH:11][CH:10]=2)[CH:3]=1.[CH3:17][CH:18]([NH2:21])[CH2:19][CH3:20].CCN(C(C)C)C(C)C. The product is [CH:18]([NH:21][C:2]1[CH:3]=[C:4]([NH:8][C:9]2[CH:14]=[CH:13][C:12]([O:15][CH3:16])=[CH:11][CH:10]=2)[N:5]=[CH:6][N:7]=1)([CH2:19][CH3:20])[CH3:17]. The yield is 0.380.